From a dataset of Full USPTO retrosynthesis dataset with 1.9M reactions from patents (1976-2016). Predict the reactants needed to synthesize the given product. (1) The reactants are: [C:1]([C:5]1[CH:10]=[CH:9][C:8]([S:11]([NH:14][C:15]2[CH:16]=[C:17]3[C:21](=[CH:22][CH:23]=2)[NH:20][C:19]([C:24](O)=[O:25])=[C:18]3[C:27]2[CH:32]=[CH:31][CH:30]=[C:29]([O:33][CH3:34])[CH:28]=2)(=[O:13])=[O:12])=[CH:7][CH:6]=1)([CH3:4])([CH3:3])[CH3:2].[NH2:35][CH:36]1[CH2:41][CH2:40][O:39][CH2:38][CH2:37]1. Given the product [O:39]1[CH2:40][CH2:41][CH:36]([NH:35][C:24]([C:19]2[NH:20][C:21]3[C:17]([C:18]=2[C:27]2[CH:32]=[CH:31][CH:30]=[C:29]([O:33][CH3:34])[CH:28]=2)=[CH:16][C:15]([NH:14][S:11]([C:8]2[CH:7]=[CH:6][C:5]([C:1]([CH3:4])([CH3:3])[CH3:2])=[CH:10][CH:9]=2)(=[O:12])=[O:13])=[CH:23][CH:22]=3)=[O:25])[CH2:37][CH2:38]1, predict the reactants needed to synthesize it. (2) Given the product [CH3:26][C:23]1[CH:24]=[CH:25][C:20]([CH2:19][C:18]2[O:17][N:16]=[C:2]([C@H:3]3[CH2:7][CH2:6][C@H:5]([NH:8][C:9](=[O:15])[O:10][C:11]([CH3:14])([CH3:13])[CH3:12])[CH2:4]3)[N:1]=2)=[CH:21][CH:22]=1, predict the reactants needed to synthesize it. The reactants are: [NH2:1]/[C:2](=[N:16]\[O:17][C:18](=O)[CH2:19][C:20]1[CH:25]=[CH:24][C:23]([CH3:26])=[CH:22][CH:21]=1)/[C@H:3]1[CH2:7][CH2:6][C@H:5]([NH:8][C:9](=[O:15])[O:10][C:11]([CH3:14])([CH3:13])[CH3:12])[CH2:4]1.C([O-])(=O)C.[Na+]. (3) The reactants are: Cl.C(OC([N:9]1[C@H:14]([CH2:15][NH:16][C:17]2[N:22]=[CH:21][C:20]([Br:23])=[CH:19][N:18]=2)[CH2:13][C@H:12]2[C@@H:10]1[CH2:11]2)=O)(C)(C)C. Given the product [C@H:10]12[CH2:11][C@H:12]1[CH2:13][C@@H:14]([CH2:15][NH:16][C:17]1[N:22]=[CH:21][C:20]([Br:23])=[CH:19][N:18]=1)[NH:9]2, predict the reactants needed to synthesize it. (4) Given the product [ClH:1].[CH3:19][C:20]1[CH:24]=[C:23]([CH3:25])[N:22]([C:2]2[N:11]=[C:10]([N:13]3[CH2:18][CH2:17][CH2:16][CH2:15][CH2:14]3)[C:9]3[C:4](=[CH:5][CH:6]=[CH:7][CH:8]=3)[N:3]=2)[N:21]=1, predict the reactants needed to synthesize it. The reactants are: [Cl:1][C:2]1[N:11]=[C:10](Cl)[C:9]2[C:4](=[CH:5][CH:6]=[CH:7][CH:8]=2)[N:3]=1.[NH:13]1[CH2:18][CH2:17][CH2:16][CH2:15][CH2:14]1.[CH3:19][C:20]1[CH:24]=[C:23]([CH3:25])[NH:22][N:21]=1. (5) Given the product [N:30]1([CH2:18][CH2:19][C:20]#[C:21][C:22]2[CH:23]=[CH:24][C:25]([O:26][CH2:27][CH2:28][CH2:29][N:30]3[CH2:31][CH2:32][CH2:33][CH2:34][CH2:35]3)=[CH:36][CH:37]=2)[CH2:35][CH2:34][CH2:33][CH2:32][CH2:31]1, predict the reactants needed to synthesize it. The reactants are: C(=O)([O-])[O-].[K+].[K+].S(O[CH2:18][CH2:19][C:20]#[C:21][C:22]1[CH:37]=[CH:36][C:25]([O:26][CH2:27][CH2:28][CH2:29][N:30]2[CH2:35][CH2:34][CH2:33][CH2:32][CH2:31]2)=[CH:24][CH:23]=1)(C1C=CC(C)=CC=1)(=O)=O.